This data is from Catalyst prediction with 721,799 reactions and 888 catalyst types from USPTO. The task is: Predict which catalyst facilitates the given reaction. (1) Reactant: [F:1][C:2]([F:33])([F:32])[C:3]1[CH:8]=[C:7]([C:9]2[CH:14]=[CH:13][C:12]([C:15]([F:18])([F:17])[F:16])=[CH:11][CH:10]=2)[N:6]=[C:5]([C:19]2[CH:20]=[C:21]([C:25]3[CH:30]=[CH:29][CH:28]=[C:27]([NH2:31])[CH:26]=3)[CH:22]=[CH:23][CH:24]=2)[N:4]=1.C(N(CC)CC)C.[CH3:41][N:42]([CH3:47])[S:43](Cl)(=[O:45])=[O:44]. Product: [F:33][C:2]([F:1])([F:32])[C:3]1[CH:8]=[C:7]([C:9]2[CH:14]=[CH:13][C:12]([C:15]([F:18])([F:17])[F:16])=[CH:11][CH:10]=2)[N:6]=[C:5]([C:19]2[CH:20]=[C:21]([C:25]3[CH:30]=[CH:29][CH:28]=[C:27]([NH:31][S:43]([N:42]([CH3:47])[CH3:41])(=[O:45])=[O:44])[CH:26]=3)[CH:22]=[CH:23][CH:24]=2)[N:4]=1. The catalyst class is: 11. (2) Reactant: [NH2:1][C:2]1[N:6]([CH3:7])[N:5]=[C:4]([C:8]([CH3:11])([CH3:10])[CH3:9])[CH:3]=1.[Cl:12][C:13]1[N:18]=[CH:17][C:16]([C:19]#[C:20][C:21]2[CH:22]=[C:23]([NH:27][C:28](=O)[O:29]C3C=CC=CC=3)[CH:24]=[CH:25][CH:26]=2)=[CH:15][N:14]=1. Product: [C:8]([C:4]1[CH:3]=[C:2]([NH:1][C:28]([NH:27][C:23]2[CH:24]=[CH:25][CH:26]=[C:21]([C:20]#[C:19][C:16]3[CH:15]=[N:14][C:13]([Cl:12])=[N:18][CH:17]=3)[CH:22]=2)=[O:29])[N:6]([CH3:7])[N:5]=1)([CH3:11])([CH3:10])[CH3:9]. The catalyst class is: 531. (3) Reactant: C[O:2][C:3](=[O:26])[C:4]1[CH:9]=[CH:8][CH:7]=[C:6]([CH2:10][O:11][C:12]2[CH:17]=[CH:16][C:15]([C:18]3[CH:23]=[CH:22][C:21]([F:24])=[CH:20][C:19]=3[F:25])=[CH:14][CH:13]=2)[CH:5]=1.[OH-].[K+]. Product: [F:25][C:19]1[CH:20]=[C:21]([F:24])[CH:22]=[CH:23][C:18]=1[C:15]1[CH:14]=[CH:13][C:12]([O:11][CH2:10][C:6]2[CH:5]=[C:4]([CH:9]=[CH:8][CH:7]=2)[C:3]([OH:26])=[O:2])=[CH:17][CH:16]=1. The catalyst class is: 5.